From a dataset of Forward reaction prediction with 1.9M reactions from USPTO patents (1976-2016). Predict the product of the given reaction. (1) Given the reactants [N:1]1[CH:6]=[CH:5][CH:4]=[CH:3][C:2]=1[C:7]1[C:8]([NH2:13])=[N:9][NH:10][C:11]=1[NH2:12].O=[C:15]([C:22]1[CH:27]=[CH:26][C:25]([C:28]([F:31])([F:30])[F:29])=[CH:24][CH:23]=1)[CH2:16][C:17](OCC)=[O:18].CC1C=CC(S(O)(=O)=O)=CC=1, predict the reaction product. The product is: [NH2:12][C:11]1[C:7]([C:2]2[CH:3]=[CH:4][CH:5]=[CH:6][N:1]=2)=[C:8]2[NH:13][C:15]([C:22]3[CH:27]=[CH:26][C:25]([C:28]([F:29])([F:30])[F:31])=[CH:24][CH:23]=3)=[CH:16][C:17](=[O:18])[N:9]2[N:10]=1. (2) Given the reactants [CH3:1][O:2][C:3]1[CH:22]=[CH:21][C:6]([CH2:7][C@@H:8]2[C:12]3=[N:13][C:14]4[CH:19]=[CH:18][CH:17]=[CH:16][C:15]=4[N:11]3[C:10](=[O:20])[NH:9]2)=[CH:5][CH:4]=1.Cl.Cl.[N:25]1([CH2:34][CH2:35][NH2:36])[C:33]2[C:28](=[CH:29][CH:30]=[CH:31][CH:32]=2)[CH2:27][CH2:26]1.C(O)(C(F)(F)F)=O, predict the reaction product. The product is: [NH:11]1[C:15]2[CH:16]=[CH:17][CH:18]=[CH:19][C:14]=2[N:13]=[C:12]1[C@H:8]([NH:9][C:10]([NH:36][CH2:35][CH2:34][N:25]1[C:33]2[C:28](=[CH:29][CH:30]=[CH:31][CH:32]=2)[CH2:27][CH2:26]1)=[O:20])[CH2:7][C:6]1[CH:21]=[CH:22][C:3]([O:2][CH3:1])=[CH:4][CH:5]=1. (3) Given the reactants [CH3:1][C:2]1([CH3:17])[CH2:7][C:6]([CH3:9])([CH3:8])[CH2:5][C:4]([C:10]2[CH:15]=[CH:14][CH:13]=[CH:12][C:11]=2[NH2:16])=[CH:3]1.[H][H], predict the reaction product. The product is: [CH3:1][C:2]1([CH3:17])[CH2:7][C:6]([CH3:8])([CH3:9])[CH2:5][CH:4]([C:10]2[CH:15]=[CH:14][CH:13]=[CH:12][C:11]=2[NH2:16])[CH2:3]1. (4) Given the reactants [CH3:1]/[C:2](=[CH:12]\[S:13][C:14]1[CH:19]=[CH:18][CH:17]=[CH:16][CH:15]=1)/[C:3]([NH:5][C:6]1[CH:11]=[CH:10][CH:9]=[CH:8][CH:7]=1)=O.S(Cl)(Cl)=O.CN(C=O)C, predict the reaction product. The product is: [CH3:1][C:2](=[CH:12][S:13][C:14]1[CH:19]=[CH:18][CH:17]=[CH:16][CH:15]=1)[C:3]([S:13][CH2:14][CH2:15][CH2:16][CH2:17][CH2:18][CH3:19])=[N:5][C:6]1[CH:11]=[CH:10][CH:9]=[CH:8][CH:7]=1. (5) Given the reactants [Cl:1][C:2]1[CH:3]=[C:4]2[C:8](=[CH:9][CH:10]=1)[N:7]([CH2:11][CH2:12][N:13]1[CH2:18][CH2:17][N:16](C(OC(C)(C)C)=O)[CH2:15][CH2:14]1)[C:6]([CH2:26][N:27]1[C:31]3=[CH:32][N:33]=[CH:34][CH:35]=[C:30]3[C:29]3([CH2:37][CH2:36]3)[C:28]1=[O:38])=[CH:5]2.Cl, predict the reaction product. The product is: [Cl:1][C:2]1[CH:3]=[C:4]2[C:8](=[CH:9][CH:10]=1)[N:7]([CH2:11][CH2:12][N:13]1[CH2:14][CH2:15][NH:16][CH2:17][CH2:18]1)[C:6]([CH2:26][N:27]1[C:31]3=[CH:32][N:33]=[CH:34][CH:35]=[C:30]3[C:29]3([CH2:37][CH2:36]3)[C:28]1=[O:38])=[CH:5]2. (6) The product is: [C@@H:19]([NH:18][C:8]1[CH:7]=[C:6]([CH:11]=[C:10]([S:12]([CH2:15][CH2:16][CH3:17])(=[O:14])=[O:13])[N:9]=1)[C:5]([OH:23])=[O:4])([CH2:21][CH3:22])[CH3:20]. Given the reactants [OH-].[Na+].C[O:4][C:5](=[O:23])[C:6]1[CH:11]=[C:10]([S:12]([CH2:15][CH2:16][CH3:17])(=[O:14])=[O:13])[N:9]=[C:8]([NH:18][C@H:19]([CH2:21][CH3:22])[CH3:20])[CH:7]=1, predict the reaction product.